The task is: Predict the product of the given reaction.. This data is from Forward reaction prediction with 1.9M reactions from USPTO patents (1976-2016). (1) Given the reactants [OH:1][C:2]1[C:3]2[C:13]([C:14]3[CH:19]=[CH:18][C:17]([O:20]COC)=[CH:16][CH:15]=3)=[CH:12][S:11][C:4]=2[NH:5][C:6](=[O:10])[C:7]=1[C:8]#[N:9].Cl, predict the reaction product. The product is: [OH:1][C:2]1[C:3]2[C:13]([C:14]3[CH:19]=[CH:18][C:17]([OH:20])=[CH:16][CH:15]=3)=[CH:12][S:11][C:4]=2[NH:5][C:6](=[O:10])[C:7]=1[C:8]#[N:9]. (2) Given the reactants [CH3:1][N:2]([CH2:45][CH2:46][N:47]1[CH2:51][CH2:50][CH2:49][C@H:48]1[C:52](O)=[O:53])[C:3](=[O:44])[C:4]1[CH:9]=[CH:8][CH:7]=[C:6]([C:10](=[O:43])[NH:11][C:12]2[CH:17]=[CH:16][C:15]([N:18]3[CH2:23][CH2:22][CH2:21][CH2:20][CH2:19]3)=[CH:14][C:13]=2[C:24]2[CH:29]=[C:28]([C:30](=[O:42])[NH:31][C@@H:32]3[C:41]4[C:36](=[CH:37][CH:38]=[CH:39][CH:40]=4)[CH2:35][CH2:34][CH2:33]3)[CH:27]=[CH:26][N:25]=2)[CH:5]=1.[CH3:55][NH:56][CH2:57][CH2:58][O:59][CH2:60][CH2:61][O:62][CH2:63][CH2:64][O:65][CH2:66][CH2:67][C:68]([O:70][C:71]([CH3:74])([CH3:73])[CH3:72])=[O:69].CCN(C(C)C)C(C)C.CN(C(ON1N=NC2C=CC=NC1=2)=[N+](C)C)C.F[P-](F)(F)(F)(F)F, predict the reaction product. The product is: [CH3:55][N:56]([CH2:57][CH2:58][O:59][CH2:60][CH2:61][O:62][CH2:63][CH2:64][O:65][CH2:66][CH2:67][C:68]([O:70][C:71]([CH3:74])([CH3:73])[CH3:72])=[O:69])[C:52]([C@@H:48]1[CH2:49][CH2:50][CH2:51][N:47]1[CH2:46][CH2:45][N:2]([CH3:1])[C:3](=[O:44])[C:4]1[CH:9]=[CH:8][CH:7]=[C:6]([C:10](=[O:43])[NH:11][C:12]2[CH:17]=[CH:16][C:15]([N:18]3[CH2:19][CH2:20][CH2:21][CH2:22][CH2:23]3)=[CH:14][C:13]=2[C:24]2[CH:29]=[C:28]([C:30](=[O:42])[NH:31][C@@H:32]3[C:41]4[C:36](=[CH:37][CH:38]=[CH:39][CH:40]=4)[CH2:35][CH2:34][CH2:33]3)[CH:27]=[CH:26][N:25]=2)[CH:5]=1)=[O:53]. (3) Given the reactants [OH-].[Na+].[OH:3][C:4]1[CH:5]=[C:6]([CH:9]=[CH:10][C:11]=1[OH:12])[CH:7]=[O:8].Cl[C:14]([F:19])([F:18])C([O-])=O.[Na+], predict the reaction product. The product is: [F:18][CH:14]([F:19])[O:12][C:11]1[CH:10]=[CH:9][C:6]([CH:7]=[O:8])=[CH:5][C:4]=1[OH:3]. (4) Given the reactants Br[C:2]1[CH:7]=[C:6]([Br:8])[CH:5]=[CH:4][C:3]=1[NH:9][C:10](=[O:19])[CH2:11][CH:12]1[C:16](=[O:17])[NH:15][C:14](=[O:18])[NH:13]1.C([O-])([O-])=O.[K+].[K+].N1C=CC=CC=1, predict the reaction product. The product is: [Br:8][C:6]1[CH:5]=[CH:4][C:3]2[N:9]=[C:10]([CH2:11][CH:12]3[NH:13][C:14](=[O:18])[NH:15][C:16]3=[O:17])[O:19][C:2]=2[CH:7]=1. (5) Given the reactants [C:1]([O:5][C:6](=[O:36])[NH:7][C:8]1[CH:13]=[C:12]([C:14]#[N:15])[CH:11]=[C:10]([N:16]2[CH2:21][CH2:20][N:19]([CH:22]3[CH2:25][O:24][CH2:23]3)[CH:18]([CH2:26][O:27][Si](C(C)(C)C)(C)C)[CH2:17]2)[C:9]=1[Cl:35])([CH3:4])([CH3:3])[CH3:2].CCCC[N+](CCCC)(CCCC)CCCC.[F-], predict the reaction product. The product is: [C:1]([O:5][C:6](=[O:36])[NH:7][C:8]1[CH:13]=[C:12]([C:14]#[N:15])[CH:11]=[C:10]([N:16]2[CH2:21][CH2:20][N:19]([CH:22]3[CH2:23][O:24][CH2:25]3)[CH:18]([CH2:26][OH:27])[CH2:17]2)[C:9]=1[Cl:35])([CH3:4])([CH3:2])[CH3:3].